Dataset: NCI-60 drug combinations with 297,098 pairs across 59 cell lines. Task: Regression. Given two drug SMILES strings and cell line genomic features, predict the synergy score measuring deviation from expected non-interaction effect. (1) Drug 2: C1CCC(C(C1)N)N.C(=O)(C(=O)[O-])[O-].[Pt+4]. Drug 1: CC(C1=C(C=CC(=C1Cl)F)Cl)OC2=C(N=CC(=C2)C3=CN(N=C3)C4CCNCC4)N. Synergy scores: CSS=17.5, Synergy_ZIP=-5.54, Synergy_Bliss=6.28, Synergy_Loewe=3.35, Synergy_HSA=6.82. Cell line: A498. (2) Drug 1: C1=C(C(=O)NC(=O)N1)F. Drug 2: CCCS(=O)(=O)NC1=C(C(=C(C=C1)F)C(=O)C2=CNC3=C2C=C(C=N3)C4=CC=C(C=C4)Cl)F. Cell line: HS 578T. Synergy scores: CSS=30.5, Synergy_ZIP=-10.0, Synergy_Bliss=-0.340, Synergy_Loewe=-6.92, Synergy_HSA=-5.37. (3) Drug 1: CC1C(C(=O)NC(C(=O)N2CCCC2C(=O)N(CC(=O)N(C(C(=O)O1)C(C)C)C)C)C(C)C)NC(=O)C3=C4C(=C(C=C3)C)OC5=C(C(=O)C(=C(C5=N4)C(=O)NC6C(OC(=O)C(N(C(=O)CN(C(=O)C7CCCN7C(=O)C(NC6=O)C(C)C)C)C)C(C)C)C)N)C. Drug 2: C1CNP(=O)(OC1)N(CCCl)CCCl. Cell line: K-562. Synergy scores: CSS=6.77, Synergy_ZIP=-1.52, Synergy_Bliss=-3.77, Synergy_Loewe=-3.79, Synergy_HSA=-3.59. (4) Drug 1: C1=NC2=C(N=C(N=C2N1C3C(C(C(O3)CO)O)O)F)N. Drug 2: C1=CN(C=N1)CC(O)(P(=O)(O)O)P(=O)(O)O. Cell line: SF-295. Synergy scores: CSS=0.252, Synergy_ZIP=0.852, Synergy_Bliss=-0.633, Synergy_Loewe=-2.90, Synergy_HSA=-2.37.